From a dataset of Full USPTO retrosynthesis dataset with 1.9M reactions from patents (1976-2016). Predict the reactants needed to synthesize the given product. (1) Given the product [O:4]1[CH2:5][CH2:6][N:1]([C@@H:8]2[CH2:9][CH2:10][C@H:11]([NH:14][C:15](=[O:21])[O:16][C:17]([CH3:19])([CH3:18])[CH3:20])[CH2:12][CH2:13]2)[CH2:2][CH2:3]1, predict the reactants needed to synthesize it. The reactants are: [NH:1]1[CH2:6][CH2:5][O:4][CH2:3][CH2:2]1.O=[C:8]1[CH2:13][CH2:12][CH:11]([NH:14][C:15](=[O:21])[O:16][C:17]([CH3:20])([CH3:19])[CH3:18])[CH2:10][CH2:9]1.[BH4-].[Na+].O1CCN([C@H]2CC[C@H](NC(=O)[O-])CC2)CC1. (2) Given the product [NH:33]1[C:37]2[CH:38]=[CH:39][CH:40]=[CH:41][C:36]=2[N:35]=[C:34]1[CH2:42][C:43]([NH:1][C:2]1[CH:31]=[CH:30][C:5]([O:6][C:7]2[CH:12]=[CH:11][N:10]=[C:9]3[CH:13]=[C:14]([C:16]4[CH:17]=[CH:18][C:19]([C:22]([N:24]5[CH2:25][CH2:26][O:27][CH2:28][CH2:29]5)=[O:23])=[CH:20][CH:21]=4)[S:15][C:8]=23)=[C:4]([F:32])[CH:3]=1)=[O:44], predict the reactants needed to synthesize it. The reactants are: [NH2:1][C:2]1[CH:31]=[CH:30][C:5]([O:6][C:7]2[CH:12]=[CH:11][N:10]=[C:9]3[CH:13]=[C:14]([C:16]4[CH:21]=[CH:20][C:19]([C:22]([N:24]5[CH2:29][CH2:28][O:27][CH2:26][CH2:25]5)=[O:23])=[CH:18][CH:17]=4)[S:15][C:8]=23)=[C:4]([F:32])[CH:3]=1.[NH:33]1[C:37]2[CH:38]=[CH:39][CH:40]=[CH:41][C:36]=2[N:35]=[C:34]1[CH2:42][C:43](O)=[O:44]. (3) Given the product [CH3:1][N:2]([S:22]([C:25]1[S:26][CH:27]=[CH:28][CH:29]=1)(=[O:24])=[O:23])[C:3]1[CH:4]=[CH:5][CH:6]=[C:7]2[C:11]=1[NH:10][C:9]([C:12]1[S:13][CH:14]=[C:15]([CH2:17][CH2:18][C:19]([NH2:30])=[O:21])[N:16]=1)=[CH:8]2, predict the reactants needed to synthesize it. The reactants are: [CH3:1][N:2]([S:22]([C:25]1[S:26][CH:27]=[CH:28][CH:29]=1)(=[O:24])=[O:23])[C:3]1[CH:4]=[CH:5][CH:6]=[C:7]2[C:11]=1[NH:10][C:9]([C:12]1[S:13][CH:14]=[C:15]([CH2:17][CH2:18][C:19]([OH:21])=O)[N:16]=1)=[CH:8]2.[N:30]1(O)C2C=CC=CC=2N=N1.Cl.CN(C)CCCN=C=NCC.N. (4) The reactants are: [CH3:1][N:2]1[C:10]2[C:5](=[C:6]([NH2:11])[CH:7]=[CH:8][CH:9]=2)[CH:4]=[N:3]1.[N:12]([C:15]1[CH:16]=[C:17]([S:23]([NH2:26])(=[O:25])=[O:24])[CH:18]=[CH:19][C:20]=1[O:21][CH3:22])=[C:13]=[S:14].CS(C1C=CC(OC)=C(NC(NC2C=CC=C3C=2C=NN3C)=S)C=1)(=O)=O. Given the product [CH3:22][O:21][C:20]1[CH:19]=[CH:18][C:17]([S:23]([NH2:26])(=[O:25])=[O:24])=[CH:16][C:15]=1[NH:12][C:13]([NH:11][C:6]1[CH:7]=[CH:8][CH:9]=[C:10]2[C:5]=1[CH:4]=[N:3][N:2]2[CH3:1])=[S:14], predict the reactants needed to synthesize it. (5) Given the product [OH:25][CH2:24][C@@H:23]([NH:22][C:17](=[O:18])[C:16]([C:13]1[CH:12]=[CH:11][C:10]([C:6]2[CH:7]=[CH:8][CH:9]=[C:4]([CH2:3][O:2][CH3:1])[CH:5]=2)=[CH:15][CH:14]=1)([CH3:21])[CH3:20])[CH2:26][CH3:27], predict the reactants needed to synthesize it. The reactants are: [CH3:1][O:2][CH2:3][C:4]1[CH:5]=[C:6]([C:10]2[CH:15]=[CH:14][C:13]([C:16]([CH3:21])([CH3:20])[C:17](O)=[O:18])=[CH:12][CH:11]=2)[CH:7]=[CH:8][CH:9]=1.[NH2:22][C@@H:23]([CH2:26][CH3:27])[CH2:24][OH:25]. (6) Given the product [C:1]([C:5]1[CH:6]=[C:7]2[C:12](=[CH:13][CH:14]=1)[C:11](=[O:15])[NH:10][C:9](=[O:16])/[C:8]/2=[CH:17]/[O:18][CH3:19])([CH3:4])([CH3:2])[CH3:3], predict the reactants needed to synthesize it. The reactants are: [C:1]([C:5]1[CH:6]=[C:7]2[C:12](=[CH:13][CH:14]=1)[C:11](=[O:15])[NH:10][C:9](=[O:16])[CH2:8]2)([CH3:4])([CH3:3])[CH3:2].[CH:17](OC)(OC)[O:18][CH3:19]. (7) Given the product [CH2:9]([O:8][C:7]1[CH:6]=[CH:5][C:4]([C@@H:16]([OH:19])[CH2:17][Br:18])=[CH:3][C:2]=1[NH:1][CH:20]=[O:21])[C:10]1[CH:15]=[CH:14][CH:13]=[CH:12][CH:11]=1, predict the reactants needed to synthesize it. The reactants are: [NH2:1][C:2]1[CH:3]=[C:4]([C@@H:16]([OH:19])[CH2:17][Br:18])[CH:5]=[CH:6][C:7]=1[O:8][CH2:9][C:10]1[CH:15]=[CH:14][CH:13]=[CH:12][CH:11]=1.[CH:20](O)=[O:21].